Task: Predict the product of the given reaction.. Dataset: Forward reaction prediction with 1.9M reactions from USPTO patents (1976-2016) (1) Given the reactants [Br:1][C:2]1[C:3]2[C:7]([CH:8]=[CH:9][CH:10]=1)=[N:6][N:5]1[C:11]([CH:16]3[CH2:21][CH2:20][N:19](C(OC(C)(C)C)=O)[CH2:18][CH2:17]3)=[CH:12][C:13](=[O:15])[NH:14][C:4]=21.[ClH:29], predict the reaction product. The product is: [ClH:29].[Br:1][C:2]1[C:3]2[C:7]([CH:8]=[CH:9][CH:10]=1)=[N:6][N:5]1[C:11]([CH:16]3[CH2:21][CH2:20][NH:19][CH2:18][CH2:17]3)=[CH:12][C:13](=[O:15])[NH:14][C:4]=21. (2) Given the reactants [CH2:1]([C:3]1[C:15]([CH2:16][C:17]#[N:18])=[C:6]2[C:7]3[CH:13]=[C:12]([CH3:14])[O:11][C:8]=3[CH:9]=[CH:10][N:5]2[N:4]=1)[CH3:2], predict the reaction product. The product is: [CH2:1]([C:3]1[C:15]([CH2:16][CH2:17][NH2:18])=[C:6]2[C:7]3[CH:13]=[C:12]([CH3:14])[O:11][C:8]=3[CH:9]=[CH:10][N:5]2[N:4]=1)[CH3:2]. (3) The product is: [CH:19]([O:18][C:15]1[CH:16]=[CH:17][C:12]([C:10]([N:7]2[CH2:8][CH2:9][C:4]3([O:23][CH:24]([C:26]4[CH:27]=[N:28][CH:29]=[CH:30][CH:31]=4)[CH2:25][C:2](=[O:1])[CH2:3]3)[CH2:5][CH2:6]2)=[O:11])=[CH:13][C:14]=1[CH3:22])([CH3:21])[CH3:20]. Given the reactants [OH:1][CH:2]1[CH2:25][CH:24]([C:26]2[CH:27]=[N:28][CH:29]=[CH:30][CH:31]=2)[O:23][C:4]2([CH2:9][CH2:8][N:7]([C:10]([C:12]3[CH:17]=[CH:16][C:15]([O:18][CH:19]([CH3:21])[CH3:20])=[C:14]([CH3:22])[CH:13]=3)=[O:11])[CH2:6][CH2:5]2)[CH2:3]1.CC(OI1(OC(C)=O)(OC(C)=O)OC(=O)C2C=CC=CC1=2)=O, predict the reaction product. (4) Given the reactants [Cl:1][C:2]1[CH:7]=[CH:6][C:5](Br)=[CH:4][CH:3]=1.[C:9]([O:13][C:14]([N:16]1[CH2:21][CH2:20][NH:19][C@@H:18]([CH3:22])[CH2:17]1)=[O:15])([CH3:12])([CH3:11])[CH3:10].CC(C)([O-])C.[Na+], predict the reaction product. The product is: [C:9]([O:13][C:14]([N:16]1[CH2:21][CH2:20][N:19]([C:5]2[CH:6]=[CH:7][C:2]([Cl:1])=[CH:3][CH:4]=2)[C@@H:18]([CH3:22])[CH2:17]1)=[O:15])([CH3:12])([CH3:10])[CH3:11].